From a dataset of Full USPTO retrosynthesis dataset with 1.9M reactions from patents (1976-2016). Predict the reactants needed to synthesize the given product. (1) Given the product [C:1]([SiH2:5][O:6][C:7]([CH3:18])([CH3:17])[C:8]1[CH2:9][CH:10]([CH2:14][C:15]2[N:33]=[CH:29][NH:30][CH:31]=2)[CH2:11][CH2:12][CH:13]=1)([CH3:4])([CH3:3])[CH3:2], predict the reactants needed to synthesize it. The reactants are: [C:1]([SiH2:5][O:6][C:7]([CH3:18])([CH3:17])[C:8]1[CH2:9][CH:10]([CH2:14][CH:15]=O)[CH2:11][CH2:12][CH:13]=1)([CH3:4])([CH3:3])[CH3:2].S([CH2:29][N+:30]#[C-:31])(C1C=CC(C)=CC=1)(=O)=O.[C-]#[N:33].[Na+]. (2) Given the product [ClH:1].[N:5]1[C:6]2[C:11](=[CH:10][CH:9]=[CH:8][CH:7]=2)[C:2]([NH:12][C:13]2[CH:21]=[CH:20][C:16]([C:17]([OH:19])=[O:18])=[CH:15][CH:14]=2)=[CH:3][CH:4]=1, predict the reactants needed to synthesize it. The reactants are: [Cl:1][C:2]1[C:11]2[C:6](=[CH:7][CH:8]=[CH:9][CH:10]=2)[N:5]=[CH:4][CH:3]=1.[NH2:12][C:13]1[CH:21]=[CH:20][C:16]([C:17]([OH:19])=[O:18])=[CH:15][CH:14]=1.Cl. (3) Given the product [C:25]([O:24][C:23](=[O:30])[NH:34][CH2:35][CH2:36][CH2:37][NH:38][C:39](=[O:55])[CH2:40][CH2:41][CH2:42][CH2:43][CH2:44][CH2:45][CH2:46][CH2:47][CH2:48][CH2:49][CH2:50][CH2:51][CH2:52][CH2:53][OH:54])([CH3:26])([CH3:27])[CH3:28], predict the reactants needed to synthesize it. The reactants are: C1CCCCCCC(=O)OCCCCCCC1.NCCCN.[C:23]([O:30]C([O-])=O)(=O)[O:24][C:25]([CH3:28])([CH3:27])[CH3:26].[NH2:34][CH2:35][CH2:36][CH2:37][NH:38][C:39](=[O:55])[CH2:40][CH2:41][CH2:42][CH2:43][CH2:44][CH2:45][CH2:46][CH2:47][CH2:48][CH2:49][CH2:50][CH2:51][CH2:52][CH2:53][OH:54]. (4) Given the product [F:1][C:2]1[CH:3]=[C:4]([N:9]2[CH:13]=[CH:12][N:11]=[CH:10]2)[CH:5]=[C:6]([C:15]#[N:16])[CH:7]=1, predict the reactants needed to synthesize it. The reactants are: [F:1][C:2]1[CH:3]=[C:4]([N:9]2[CH:13]=[CH:12][N:11]=[CH:10]2)[CH:5]=[C:6](Br)[CH:7]=1.[Br-].[CH3:15][N:16](C=O)C. (5) Given the product [Cl:1][C:2]1[N:7]=[C:6]([NH:26][C:24]2[CH:23]=[CH:22][C:21]3[O:16][CH2:17][CH2:18][O:19][C:20]=3[CH:25]=2)[N:5]=[C:4]([NH:9][C:10]2[CH:15]=[CH:14][CH:13]=[CH:12][CH:11]=2)[N:3]=1, predict the reactants needed to synthesize it. The reactants are: [Cl:1][C:2]1[N:7]=[C:6](Cl)[N:5]=[C:4]([NH:9][C:10]2[CH:15]=[CH:14][CH:13]=[CH:12][CH:11]=2)[N:3]=1.[O:16]1[C:21]2[CH:22]=[CH:23][C:24]([NH2:26])=[CH:25][C:20]=2[O:19][CH2:18][CH2:17]1.C(N(CC)CC)C. (6) Given the product [CH3:28][O:29][C:2]1[C:12]2[N:11]3[CH2:13][CH2:14][CH2:15][C@@H:16]([NH:17][C:18](=[O:23])[C:19]([F:22])([F:21])[F:20])[C@H:10]3[C:9]3[CH:24]=[CH:25][CH:26]=[CH:27][C:8]=3[O:7][C:6]=2[CH:5]=[CH:4][CH:3]=1, predict the reactants needed to synthesize it. The reactants are: Br[C:2]1[C:12]2[N:11]3[CH2:13][CH2:14][CH2:15][C@@H:16]([NH:17][C:18](=[O:23])[C:19]([F:22])([F:21])[F:20])[C@H:10]3[C:9]3[CH:24]=[CH:25][CH:26]=[CH:27][C:8]=3[O:7][C:6]=2[CH:5]=[CH:4][CH:3]=1.[CH3:28][O-:29].[Na+].[NH4+].[Cl-]. (7) Given the product [ClH:1].[C:2]1([C:8]2[S:9][C:10]([CH2:20][N:21]3[CH2:25][CH2:24][CH2:23][CH2:22]3)=[C:11]([C:13]([OH:15])=[O:14])[N:12]=2)[CH:3]=[CH:4][CH:5]=[CH:6][CH:7]=1, predict the reactants needed to synthesize it. The reactants are: [ClH:1].[C:2]1([C:8]2[S:9][C:10]([CH2:20][N:21]3[CH2:25][CH2:24][CH2:23][CH2:22]3)=[C:11]([C:13]([O:15]C(C)(C)C)=[O:14])[N:12]=2)[CH:7]=[CH:6][CH:5]=[CH:4][CH:3]=1.